From a dataset of Full USPTO retrosynthesis dataset with 1.9M reactions from patents (1976-2016). Predict the reactants needed to synthesize the given product. (1) Given the product [NH2:51][C:46]1[CH:47]=[CH:48][CH:49]=[CH:50][C:45]=1[CH:40]1[CH2:39][CH2:38][C:37]2[C:42](=[CH:43][CH:44]=[C:35]([O:34][C:31]3[N:32]=[CH:33][C:28]([NH2:25])=[CH:29][CH:30]=3)[CH:36]=2)[O:41]1, predict the reactants needed to synthesize it. The reactants are: NC1C=CC(OC2C=C3C(=CC=2)OC(C2C=CC=CC=2)CC3)=NC=1.[N+:25]([C:28]1[CH:29]=[CH:30][C:31]([O:34][C:35]2[CH:36]=[C:37]3[C:42](=[CH:43][CH:44]=2)[O:41][CH:40]([C:45]2[CH:50]=[CH:49][CH:48]=[CH:47][C:46]=2[N+:51]([O-])=O)[CH2:39][CH2:38]3)=[N:32][CH:33]=1)([O-])=O. (2) Given the product [F:1][C:2]1[CH:3]=[CH:4][C:5]([OH:10])=[C:6](/[CH:7]=[C:17]2/[C:15](=[O:16])[N:14]=[C:12]([N:18]3[CH2:22][CH2:21][C@H:20]([OH:23])[CH2:19]3)[S:11]/2)[CH:9]=1, predict the reactants needed to synthesize it. The reactants are: [F:1][C:2]1[CH:3]=[CH:4][C:5]([OH:10])=[C:6]([CH:9]=1)[CH:7]=O.[S:11]1[CH2:17][C:15](=[O:16])[NH:14][C:12]1=S.[NH:18]1[CH2:22][CH2:21][C@H:20]([OH:23])[CH2:19]1. (3) Given the product [Cl:1][C:2]1[C:7]([C:8]2[CH:13]=[CH:12][CH:11]=[C:10]([CH2:14][CH3:15])[CH:9]=2)=[C:6]([N:16]([CH2:17][CH2:18][NH:19][CH3:20])[CH2:28][CH2:29][CH2:30][CH2:31][O:32][CH3:33])[CH:5]=[CH:4][CH:3]=1, predict the reactants needed to synthesize it. The reactants are: [Cl:1][C:2]1[C:7]([C:8]2[CH:13]=[CH:12][CH:11]=[C:10]([CH2:14][CH3:15])[CH:9]=2)=[C:6]([N:16]([CH2:28][CH2:29][CH2:30][CH2:31][O:32][CH3:33])[CH2:17][CH2:18][N:19](C)[C:20](=O)OC(C)(C)C)[CH:5]=[CH:4][CH:3]=1.Cl. (4) Given the product [F:1][C:2]1[C:3]([C:14]2[N:18]([CH3:19])[C:17]3[CH:20]=[CH:21][CH:22]=[CH:23][C:16]=3[N:15]=2)=[CH:4][C:5]([N:8]2[CH2:9][CH2:10][N:11]([S:32]([CH3:31])(=[O:34])=[O:33])[CH2:12][CH2:13]2)=[N:6][CH:7]=1, predict the reactants needed to synthesize it. The reactants are: [F:1][C:2]1[C:3]([C:14]2[N:18]([CH3:19])[C:17]3[CH:20]=[CH:21][CH:22]=[CH:23][C:16]=3[N:15]=2)=[CH:4][C:5]([N:8]2[CH2:13][CH2:12][NH:11][CH2:10][CH2:9]2)=[N:6][CH:7]=1.CCN(CC)CC.[CH3:31][S:32](Cl)(=[O:34])=[O:33].CO.